This data is from Full USPTO retrosynthesis dataset with 1.9M reactions from patents (1976-2016). The task is: Predict the reactants needed to synthesize the given product. Given the product [F:19][C:14]1[CH:13]=[C:12]([C@@H:11]2[CH2:10][CH2:9][CH2:8][C@H:7]3[N:6]2[C:1](=[O:5])[CH2:2][CH:3]=[CH:20]3)[CH:17]=[CH:16][C:15]=1[F:18], predict the reactants needed to synthesize it. The reactants are: [C:1]([N:6]1[C@H:11]([C:12]2[CH:17]=[CH:16][C:15]([F:18])=[C:14]([F:19])[CH:13]=2)[CH2:10][CH2:9][CH2:8][C@@H:7]1/[CH:20]=C/C(OC)=O)(=[O:5])[CH2:2][CH:3]=C.C(N1[C@H](C2C=CC(F)=C(F)C=2)CCC[C@@H]1/C=C\C(OC)=O)(=O)CC=C.C(N(CC)CC)C.